This data is from Reaction yield outcomes from USPTO patents with 853,638 reactions. The task is: Predict the reaction yield, written as a fraction of the theoretical maximum amount of product (1.0 means a 100% yield; for example, 0.34 means a 34% yield). (1) The reactants are [F:1][C:2]1[CH:7]=[C:6]([N+:8]([O-])=O)[CH:5]=[C:4]([F:11])[C:3]=1[N:12]1[CH:16]=[CH:15][N:14]=[CH:13]1.[BH4-].[Na+]. The catalyst is CO.C(OCC)(=O)C.O.O.O.O.O.O.[Ni](Cl)Cl. The product is [F:1][C:2]1[CH:7]=[C:6]([NH2:8])[CH:5]=[C:4]([F:11])[C:3]=1[N:12]1[CH:16]=[CH:15][N:14]=[CH:13]1. The yield is 0.850. (2) The reactants are [CH:1]1([NH:7][C:8]([NH:10][C@H:11]2[CH2:15][O:14][C@@H:13]3[C@H:16]([OH:19])[CH2:17][O:18][C@H:12]23)=[O:9])[CH2:6][CH2:5][CH2:4][CH2:3][CH2:2]1.[C:20]1([CH3:30])[CH:25]=[CH:24][C:23]([S:26](Cl)(=[O:28])=[O:27])=[CH:22][CH:21]=1. The catalyst is N1C=CC=CC=1. The product is [CH:1]1([NH:7][C:8](=[O:9])[NH:10][C@@H:11]2[C@H:12]3[O:18][CH2:17][C@@H:16]([O:19][S:26]([C:23]4[CH:24]=[CH:25][C:20]([CH3:30])=[CH:21][CH:22]=4)(=[O:28])=[O:27])[C@H:13]3[O:14][CH2:15]2)[CH2:6][CH2:5][CH2:4][CH2:3][CH2:2]1. The yield is 0.640. (3) The reactants are [C:1]([Mg]Cl)([CH3:4])([CH3:3])[CH3:2].[Br:7][C:8]1[CH:9]=[C:10]([CH:13]=[CH:14][CH:15]=1)[CH:11]=[O:12].C(=O)([O-])[O-].[Na+].[Na+]. The catalyst is O1CCCC1. The product is [Br:7][C:8]1[CH:9]=[C:10]([CH:11]([OH:12])[C:1]([CH3:4])([CH3:3])[CH3:2])[CH:13]=[CH:14][CH:15]=1. The yield is 0.420. (4) The reactants are Br[C:2]1[C:3](=[O:8])[CH2:4][CH2:5][C:6]=1[CH3:7].[F:9][C:10]1[CH:15]=[CH:14][C:13]([O:16][CH3:17])=[CH:12][C:11]=1[C:18]1[CH:23]=[CH:22][C:21]([C:24]([O:26][CH3:27])=[O:25])=[CH:20][C:19]=1B1OC(C)(C)C(C)(C)O1.P([O-])([O-])([O-])=O.[K+].[K+].[K+].C1(P(C2CCCCC2)C2C=CC=CC=2C2C(OC)=CC=CC=2OC)CCCCC1.O. The catalyst is C([O-])(=O)C.[Pd+2].C([O-])(=O)C.CCOCC. The product is [F:9][C:10]1[CH:15]=[CH:14][C:13]([O:16][CH3:17])=[CH:12][C:11]=1[C:18]1[CH:23]=[CH:22][C:21]([C:24]([O:26][CH3:27])=[O:25])=[CH:20][C:19]=1[C:2]1[C:3](=[O:8])[CH2:4][CH2:5][C:6]=1[CH3:7]. The yield is 0.780. (5) The reactants are [CH3:1][O:2][C:3](=[O:15])[C:4]1[CH:9]=[C:8](I)[C:7]([CH:11]([F:13])[CH3:12])=[CH:6][C:5]=1[NH2:14].[CH:16]([N:19]1[C:23]([Sn](CCCC)(CCCC)CCCC)=[CH:22][CH:21]=[N:20]1)([CH3:18])[CH3:17]. The product is [CH3:1][O:2][C:3](=[O:15])[C:4]1[CH:9]=[C:8]([C:23]2[N:19]([CH:16]([CH3:18])[CH3:17])[N:20]=[CH:21][CH:22]=2)[C:7]([CH:11]([F:13])[CH3:12])=[CH:6][C:5]=1[NH2:14]. The yield is 0.160. The catalyst is O1CCOCC1.Cl[Pd](Cl)([P](C1C=CC=CC=1)(C1C=CC=CC=1)C1C=CC=CC=1)[P](C1C=CC=CC=1)(C1C=CC=CC=1)C1C=CC=CC=1. (6) The reactants are [C:1]([C:4]1[C:9]([C:10]2[CH:15]=[CH:14][CH:13]=[CH:12][CH:11]=2)=[N:8][N:7]([CH2:16][CH3:17])[C:6](=[O:18])[C:5]=1[N+:19]([O-])=O)(=[O:3])[CH3:2].N[C:23]1[N:28]=[C:27]([CH3:29])[CH:26]=[CH:25][N:24]=1. The catalyst is C(O)C. The product is [C:1]([C:4]1[C:9]([C:10]2[CH:15]=[CH:14][CH:13]=[CH:12][CH:11]=2)=[N:8][N:7]([CH2:16][CH3:17])[C:6](=[O:18])[C:5]=1[NH:19][C:23]1[N:28]=[C:27]([CH3:29])[CH:26]=[CH:25][N:24]=1)(=[O:3])[CH3:2]. The yield is 0.113. (7) The reactants are [C:1]([C:5]1[CH:10]=[CH:9][C:8]([CH2:11][C:12]([NH:14][C@H:15]([C:28]2[CH:33]=[CH:32][C:31]([O:34][CH2:35][C:36]([F:39])([F:38])[F:37])=[CH:30][N:29]=2)[C:16]2[N:17]=[N:18][N:19]([C:21]([CH3:27])([CH3:26])[C:22](OC)=[O:23])[CH:20]=2)=[O:13])=[CH:7][CH:6]=1)([CH3:4])([CH3:3])[CH3:2].[BH4-].[Li+]. The catalyst is C1COCC1. The product is [C:1]([C:5]1[CH:10]=[CH:9][C:8]([CH2:11][C:12]([NH:14][C@@H:15]([C:16]2[N:17]=[N:18][N:19]([C:21]([CH3:27])([CH3:26])[CH2:22][OH:23])[CH:20]=2)[C:28]2[CH:33]=[CH:32][C:31]([O:34][CH2:35][C:36]([F:38])([F:39])[F:37])=[CH:30][N:29]=2)=[O:13])=[CH:7][CH:6]=1)([CH3:4])([CH3:2])[CH3:3]. The yield is 0.400. (8) The reactants are [Br:1][C:2]1[CH:3]=[C:4]([C:8]([OH:10])=[O:9])[O:5][C:6]=1[Br:7].S(=O)(=O)(O)O.[CH3:16]O. No catalyst specified. The product is [Br:1][C:2]1[CH:3]=[C:4]([C:8]([O:10][CH3:16])=[O:9])[O:5][C:6]=1[Br:7]. The yield is 0.948. (9) The reactants are [Cl:1][C:2]([Cl:12])([Cl:11])[C:3]([C:5]1[N:6]([CH3:10])[CH:7]=[CH:8][CH:9]=1)=[O:4].[Br:13]N1C(=O)CCC1=O.C(=O)([O-])O.[Na+]. The catalyst is C(Cl)(Cl)Cl. The product is [Br:13][C:8]1[CH:9]=[C:5]([C:3](=[O:4])[C:2]([Cl:1])([Cl:11])[Cl:12])[N:6]([CH3:10])[CH:7]=1. The yield is 0.690.